This data is from Reaction yield outcomes from USPTO patents with 853,638 reactions. The task is: Predict the reaction yield, written as a fraction of the theoretical maximum amount of product (1.0 means a 100% yield; for example, 0.34 means a 34% yield). (1) The reactants are C([Si](C)(C)[O:6][C:7]1[CH:12]=[CH:11][C:10]([C:13]#[C:14][CH2:15][CH2:16][N:17]2[CH:21]=[CH:20][N:19]=[N:18]2)=[CH:9][CH:8]=1)(C)(C)C.[F-].C([N+](CCCC)(CCCC)CCCC)CCC. The catalyst is C1COCC1. The product is [N:17]1([CH2:16][CH2:15][C:14]#[C:13][C:10]2[CH:9]=[CH:8][C:7]([OH:6])=[CH:12][CH:11]=2)[CH:21]=[CH:20][N:19]=[N:18]1. The yield is 0.940. (2) The reactants are [F:1][C:2]([F:11])([F:10])[C:3]1[CH:4]=[C:5]([OH:9])[CH:6]=[CH:7][CH:8]=1.[CH2:12]([O:14][C:15](=[O:19])[C:16]#[C:17][CH3:18])[CH3:13].N12CCCN=C1CCCCC2. The catalyst is O1CCCC1. The product is [CH2:12]([O:14][C:15](=[O:19])[CH:16]=[C:17]([O:9][C:5]1[CH:6]=[CH:7][CH:8]=[C:3]([C:2]([F:10])([F:11])[F:1])[CH:4]=1)[CH3:18])[CH3:13]. The yield is 0.530. (3) The reactants are [N+:1]([C:4]1[N:8]=[CH:7][N:6]([C:9]2[CH:16]=[CH:15][C:14](/[CH:17]=[CH:18]/[CH:19]([C:24]3[CH:29]=[C:28]([Cl:30])[C:27]([Cl:31])=[C:26]([Cl:32])[CH:25]=3)[C:20]([F:23])([F:22])[F:21])=[CH:13][C:10]=2[C:11]#[N:12])[N:5]=1)([O-])=O.[NH4+].[Cl-]. The catalyst is CO.[Zn]. The product is [NH2:1][C:4]1[N:8]=[CH:7][N:6]([C:9]2[CH:16]=[CH:15][C:14](/[CH:17]=[CH:18]/[CH:19]([C:24]3[CH:25]=[C:26]([Cl:32])[C:27]([Cl:31])=[C:28]([Cl:30])[CH:29]=3)[C:20]([F:21])([F:22])[F:23])=[CH:13][C:10]=2[C:11]#[N:12])[N:5]=1. The yield is 0.890.